From a dataset of Catalyst prediction with 721,799 reactions and 888 catalyst types from USPTO. Predict which catalyst facilitates the given reaction. (1) Reactant: [CH3:1][C:2]1[C:11]2[O:10][CH2:9][CH2:8][NH:7][C:6]=2[CH:5]=[CH:4][CH:3]=1.[Cl:12][C:13]1[CH:14]=[C:15]([CH:19]=[C:20]([Cl:23])[C:21]=1[OH:22])[C:16](Cl)=[O:17]. Product: [Cl:12][C:13]1[CH:14]=[C:15]([C:16]([N:7]2[C:6]3[CH:5]=[CH:4][CH:3]=[C:2]([CH3:1])[C:11]=3[O:10][CH2:9][CH2:8]2)=[O:17])[CH:19]=[C:20]([Cl:23])[C:21]=1[OH:22]. The catalyst class is: 13. (2) Reactant: [OH:1][C:2]1[CH:9]=[CH:8][C:5]([CH:6]=[O:7])=[C:4]([O:10][CH3:11])[CH:3]=1.C(=O)([O-])[O-].[Cs+].[Cs+].[CH2:18](Br)[CH:19]1[O:23][CH2:22][CH2:21][CH2:20]1.O. Product: [CH3:11][O:10][C:4]1[CH:3]=[C:2]([O:1][CH2:18][CH:19]2[CH2:20][CH2:21][CH2:22][O:23]2)[CH:9]=[CH:8][C:5]=1[CH:6]=[O:7]. The catalyst class is: 60.